From a dataset of Full USPTO retrosynthesis dataset with 1.9M reactions from patents (1976-2016). Predict the reactants needed to synthesize the given product. Given the product [CH3:40][S:41]([NH:1][CH2:2][C:3]1[CH:8]=[CH:7][C:6]([NH:9][C:10]([CH:12]2[CH:16]([C:17]3[CH:22]=[CH:21][CH:20]=[C:19]([Cl:23])[C:18]=3[F:24])[C:15]([C:27]3[CH:32]=[CH:31][C:30]([Cl:33])=[CH:29][C:28]=3[F:34])([C:25]#[N:26])[CH:14]([CH2:35][C:36]([CH3:39])([CH3:38])[CH3:37])[NH:13]2)=[O:11])=[CH:5][CH:4]=1)(=[O:43])=[O:42], predict the reactants needed to synthesize it. The reactants are: [NH2:1][CH2:2][C:3]1[CH:8]=[CH:7][C:6]([NH:9][C:10]([CH:12]2[CH:16]([C:17]3[CH:22]=[CH:21][CH:20]=[C:19]([Cl:23])[C:18]=3[F:24])[C:15]([C:27]3[CH:32]=[CH:31][C:30]([Cl:33])=[CH:29][C:28]=3[F:34])([C:25]#[N:26])[CH:14]([CH2:35][C:36]([CH3:39])([CH3:38])[CH3:37])[NH:13]2)=[O:11])=[CH:5][CH:4]=1.[CH3:40][S:41](Cl)(=[O:43])=[O:42].